Dataset: Full USPTO retrosynthesis dataset with 1.9M reactions from patents (1976-2016). Task: Predict the reactants needed to synthesize the given product. (1) Given the product [NH2:1][C:2]1[NH:3][C:4](=[O:28])[C:5]2[S:10][C:9](=[O:11])[N:8]([C@H:12]3[C@H:16]([C:17]#[N:18])[CH2:15][C@@H:14]([CH2:19][OH:20])[O:13]3)[C:6]=2[N:7]=1, predict the reactants needed to synthesize it. The reactants are: [NH2:1][C:2]1[NH:3][C:4](=[O:28])[C:5]2[S:10][C:9](=[O:11])[N:8]([C@H:12]3[C@H:16]([C:17]#[N:18])[CH2:15][C@@H:14]([CH2:19][O:20][Si](C(C)(C)C)(C)C)[O:13]3)[C:6]=2[N:7]=1.CCCC[N+](CCCC)(CCCC)CCCC.[F-]. (2) Given the product [Cl:15][C:8]1[CH:9]=[C:10]([Cl:14])[CH:11]=[C:12]([Cl:13])[C:7]=1[N:6]1[C:2]2=[N:1][C:32]([CH2:31][C:27]3[CH:28]=[CH:29][CH:30]=[C:25]([O:24][CH3:23])[CH:26]=3)=[N:22][C:20](=[O:21])[C:3]2=[C:4]([C:16]([F:19])([F:18])[F:17])[NH:5]1, predict the reactants needed to synthesize it. The reactants are: [NH2:1][C:2]1[N:6]([C:7]2[C:12]([Cl:13])=[CH:11][C:10]([Cl:14])=[CH:9][C:8]=2[Cl:15])[N:5]=[C:4]([C:16]([F:19])([F:18])[F:17])[C:3]=1[C:20]([NH2:22])=[O:21].[CH3:23][O:24][C:25]1[CH:26]=[C:27]([CH2:31][C:32](Cl)=O)[CH:28]=[CH:29][CH:30]=1.[O-]CC.[Na+].